Regression/Classification. Given a drug SMILES string, predict its absorption, distribution, metabolism, or excretion properties. Task type varies by dataset: regression for continuous measurements (e.g., permeability, clearance, half-life) or binary classification for categorical outcomes (e.g., BBB penetration, CYP inhibition). Dataset: rlm. From a dataset of Rat liver microsome stability data. (1) The drug is CC#C[C@@H](Cc1nn[nH]n1)c1ccc(OCc2ccc3c(c2)c(-c2ccccc2C)c[s+]3[O-])cc1. The result is 1 (stable in rat liver microsomes). (2) The compound is O=C1NN=C(c2ccc(OC3CCN(C4CCC4)CC3)cc2)[C@H]2C[C@@H]12. The result is 0 (unstable in rat liver microsomes). (3) The compound is O=C(N[C@@H](Cc1c[nH]c2ccccc12)C(=O)Nc1ccncc1)c1ccc(C=Cc2ccc(Cl)cc2)cc1F. The result is 0 (unstable in rat liver microsomes). (4) The drug is CC1CCN(S(=O)(=O)c2ccc3c(c2)C(C)(C)C(=O)N3CC(=O)NCc2ccco2)CC1. The result is 1 (stable in rat liver microsomes).